Dataset: Full USPTO retrosynthesis dataset with 1.9M reactions from patents (1976-2016). Task: Predict the reactants needed to synthesize the given product. Given the product [Br:3][C:4]1[CH:5]=[CH:6][C:7]2[O:13][CH2:14][CH2:15][CH2:11][C:10](=[O:12])[C:8]=2[CH:9]=1, predict the reactants needed to synthesize it. The reactants are: [H-].[Na+].[Br:3][C:4]1[CH:5]=[CH:6][C:7]([O:13][CH2:14][CH2:15]Br)=[C:8]([C:10](=[O:12])[CH3:11])[CH:9]=1.